From a dataset of Forward reaction prediction with 1.9M reactions from USPTO patents (1976-2016). Predict the product of the given reaction. Given the reactants C([NH:4][C@:5]([CH3:15])([C:12]([OH:14])=[O:13])[CH2:6][S:7][C:8]([CH3:11])([CH3:10])[CH3:9])(=O)N, predict the reaction product. The product is: [C:8]([S:7][CH2:6][C@@:5]([CH3:15])([C:12]([OH:14])=[O:13])[NH2:4])([CH3:11])([CH3:9])[CH3:10].